Dataset: NCI-60 drug combinations with 297,098 pairs across 59 cell lines. Task: Regression. Given two drug SMILES strings and cell line genomic features, predict the synergy score measuring deviation from expected non-interaction effect. (1) Drug 1: COC1=C(C=C2C(=C1)N=CN=C2NC3=CC(=C(C=C3)F)Cl)OCCCN4CCOCC4. Drug 2: CCC1(CC2CC(C3=C(CCN(C2)C1)C4=CC=CC=C4N3)(C5=C(C=C6C(=C5)C78CCN9C7C(C=CC9)(C(C(C8N6C=O)(C(=O)OC)O)OC(=O)C)CC)OC)C(=O)OC)O.OS(=O)(=O)O. Cell line: ACHN. Synergy scores: CSS=47.5, Synergy_ZIP=4.68, Synergy_Bliss=-1.14, Synergy_Loewe=-1.97, Synergy_HSA=-1.74. (2) Drug 1: CC1OCC2C(O1)C(C(C(O2)OC3C4COC(=O)C4C(C5=CC6=C(C=C35)OCO6)C7=CC(=C(C(=C7)OC)O)OC)O)O. Drug 2: CC1CCC2CC(C(=CC=CC=CC(CC(C(=O)C(C(C(=CC(C(=O)CC(OC(=O)C3CCCCN3C(=O)C(=O)C1(O2)O)C(C)CC4CCC(C(C4)OC)O)C)C)O)OC)C)C)C)OC. Cell line: HCT116. Synergy scores: CSS=56.5, Synergy_ZIP=-5.67, Synergy_Bliss=-3.25, Synergy_Loewe=2.20, Synergy_HSA=3.42. (3) Drug 1: C1=C(C(=O)NC(=O)N1)N(CCCl)CCCl. Drug 2: C1=NC2=C(N=C(N=C2N1C3C(C(C(O3)CO)O)F)Cl)N. Cell line: SK-OV-3. Synergy scores: CSS=18.1, Synergy_ZIP=-8.12, Synergy_Bliss=-6.97, Synergy_Loewe=-22.2, Synergy_HSA=-4.54. (4) Drug 1: CC1C(C(CC(O1)OC2CC(CC3=C2C(=C4C(=C3O)C(=O)C5=C(C4=O)C(=CC=C5)OC)O)(C(=O)C)O)N)O.Cl. Drug 2: C(CCl)NC(=O)N(CCCl)N=O. Cell line: OVCAR3. Synergy scores: CSS=22.5, Synergy_ZIP=-1.04, Synergy_Bliss=6.78, Synergy_Loewe=-9.67, Synergy_HSA=6.50. (5) Drug 1: CC=C1C(=O)NC(C(=O)OC2CC(=O)NC(C(=O)NC(CSSCCC=C2)C(=O)N1)C(C)C)C(C)C. Drug 2: C1=CC=C(C(=C1)C(C2=CC=C(C=C2)Cl)C(Cl)Cl)Cl. Cell line: KM12. Synergy scores: CSS=28.0, Synergy_ZIP=1.56, Synergy_Bliss=8.04, Synergy_Loewe=-59.0, Synergy_HSA=2.36. (6) Synergy scores: CSS=80.4, Synergy_ZIP=3.55, Synergy_Bliss=3.30, Synergy_Loewe=7.32, Synergy_HSA=13.2. Cell line: SW-620. Drug 2: CCN(CC)CCNC(=O)C1=C(NC(=C1C)C=C2C3=C(C=CC(=C3)F)NC2=O)C. Drug 1: CC1=C(C(=O)C2=C(C1=O)N3CC4C(C3(C2COC(=O)N)OC)N4)N. (7) Drug 1: CCC1=CC2CC(C3=C(CN(C2)C1)C4=CC=CC=C4N3)(C5=C(C=C6C(=C5)C78CCN9C7C(C=CC9)(C(C(C8N6C)(C(=O)OC)O)OC(=O)C)CC)OC)C(=O)OC.C(C(C(=O)O)O)(C(=O)O)O. Drug 2: CN(C(=O)NC(C=O)C(C(C(CO)O)O)O)N=O. Cell line: UO-31. Synergy scores: CSS=6.47, Synergy_ZIP=-2.42, Synergy_Bliss=0.271, Synergy_Loewe=-0.534, Synergy_HSA=0.953. (8) Drug 1: C(CC(=O)O)C(=O)CN.Cl. Drug 2: B(C(CC(C)C)NC(=O)C(CC1=CC=CC=C1)NC(=O)C2=NC=CN=C2)(O)O. Cell line: HS 578T. Synergy scores: CSS=75.0, Synergy_ZIP=-4.13, Synergy_Bliss=-2.59, Synergy_Loewe=-11.5, Synergy_HSA=-0.217. (9) Drug 1: CC1OCC2C(O1)C(C(C(O2)OC3C4COC(=O)C4C(C5=CC6=C(C=C35)OCO6)C7=CC(=C(C(=C7)OC)O)OC)O)O. Drug 2: CC1=C2C(C(=O)C3(C(CC4C(C3C(C(C2(C)C)(CC1OC(=O)C(C(C5=CC=CC=C5)NC(=O)C6=CC=CC=C6)O)O)OC(=O)C7=CC=CC=C7)(CO4)OC(=O)C)O)C)OC(=O)C. Cell line: OVCAR3. Synergy scores: CSS=29.5, Synergy_ZIP=-11.1, Synergy_Bliss=-13.3, Synergy_Loewe=-16.7, Synergy_HSA=-10.8.